From a dataset of Reaction yield outcomes from USPTO patents with 853,638 reactions. Predict the reaction yield, written as a fraction of the theoretical maximum amount of product (1.0 means a 100% yield; for example, 0.34 means a 34% yield). (1) The reactants are [NH2:1][C@@H:2]([C:6]1[CH:11]=[CH:10][C:9]([F:12])=[CH:8][CH:7]=1)[C:3]([OH:5])=[O:4].[CH:13](=O)[C:14]1[CH:19]=[CH:18][CH:17]=[CH:16][CH:15]=1.[OH-].[Na+:22]. The catalyst is [Pd]. The product is [Na+:22].[F:12][C:9]1[CH:10]=[CH:11][C:6]([C@H:2]([NH:1][CH2:13][C:14]2[CH:19]=[CH:18][CH:17]=[CH:16][CH:15]=2)[C:3]([O-:5])=[O:4])=[CH:7][CH:8]=1. The yield is 0.920. (2) The reactants are [C:1]([N:5]1[CH:9]=[C:8]([NH:10][C:11]([NH:13][C:14]2[CH:19]=[C:18]([C:20]3[C:31](=[O:32])[N:30]([CH3:33])[C:23]4[N:24]=[C:25]([NH:28][CH3:29])[N:26]=[CH:27][C:22]=4[CH:21]=3)[C:17]([CH3:34])=[CH:16][C:15]=2[F:35])=[O:12])[CH:7]=[N:6]1)([CH3:4])([CH3:3])[CH3:2].CC1(C)[O:41][CH:40](CN)[CH2:39][O:38]1. The catalyst is C1COCC1. The product is [C:1]([N:5]1[CH:9]=[C:8]([NH:10][C:11]([NH:13][C:14]2[CH:19]=[C:18]([C:20]3[C:31](=[O:32])[N:30]([CH3:33])[C:23]4[N:24]=[C:25]([NH:28][CH2:29][CH:40]([OH:41])[CH2:39][OH:38])[N:26]=[CH:27][C:22]=4[CH:21]=3)[C:17]([CH3:34])=[CH:16][C:15]=2[F:35])=[O:12])[CH:7]=[N:6]1)([CH3:3])([CH3:2])[CH3:4]. The yield is 0.630. (3) The product is [CH3:24][O:23][C:21](=[O:22])[C:20]1[CH:25]=[CH:26][CH:27]=[CH:28][C:19]=1[O:18][C:10]1[CH:9]=[CH:8][CH:13]=[C:12]([Cl:30])[C:11]=1[N+:15]([O-:17])=[O:16]. The yield is 0.820. The catalyst is CN(C=O)C. The reactants are C([O-])([O-])=O.[Cs+].[Cs+].Cl[C:8]1[CH:9]=[CH:10][C:11]([N+:15]([O-:17])=[O:16])=[C:12](F)[CH:13]=1.[OH:18][C:19]1[CH:28]=[CH:27][CH:26]=[CH:25][C:20]=1[C:21]([O:23][CH3:24])=[O:22].C(Cl)[Cl:30]. (4) The reactants are C[Li].[C:3]([O:7][C:8]([NH:10][C:11]1[CH:16]=[C:15]([CH2:17][C:18]([O:20]CC)=O)[CH:14]=[CH:13][N:12]=1)=[O:9])([CH3:6])([CH3:5])[CH3:4].[CH:23](O)(C)C. The catalyst is C1COCC1. The product is [O:20]=[C:18]([CH3:23])[CH2:17][C:15]1[CH:14]=[CH:13][N:12]=[C:11]([NH:10][C:8](=[O:9])[O:7][C:3]([CH3:4])([CH3:5])[CH3:6])[CH:16]=1. The yield is 0.210. (5) The reactants are [NH2:1][C:2]1[CH:7]=[CH:6][CH:5]=[CH:4][C:3]=1[S:8]([NH2:11])(=[O:10])=[O:9].[I:12]N1C(=O)CCC1=O. The catalyst is C(Cl)(Cl)Cl. The product is [NH2:1][C:2]1[CH:7]=[CH:6][C:5]([I:12])=[CH:4][C:3]=1[S:8]([NH2:11])(=[O:9])=[O:10]. The yield is 0.780. (6) The reactants are [CH:1]([O:4][C:5]1[CH:14]=[CH:13][C:8]([C:9]([O:11]C)=[O:10])=[CH:7][C:6]=1[CH2:15][O:16][CH3:17])([CH3:3])[CH3:2].[OH-].[Na+]. The catalyst is CCO.O. The product is [CH:1]([O:4][C:5]1[CH:14]=[CH:13][C:8]([C:9]([OH:11])=[O:10])=[CH:7][C:6]=1[CH2:15][O:16][CH3:17])([CH3:3])[CH3:2]. The yield is 0.910. (7) The reactants are [Br:1][C:2]1[CH:9]=[CH:8][C:5]([C:6]#[N:7])=[CH:4][CH:3]=1.[N+:10]([O-])([OH:12])=[O:11]. The catalyst is OS(O)(=O)=O. The product is [Br:1][C:2]1[CH:9]=[CH:8][C:5]([C:6]#[N:7])=[CH:4][C:3]=1[N+:10]([O-:12])=[O:11]. The yield is 0.560. (8) The product is [CH3:9][O:8][C:5]1[CH:6]=[CH:7][C:2]([CH2:1][NH:11][C:12]2[CH:17]=[CH:16][N:15]=[CH:14][N:13]=2)=[CH:3][CH:4]=1. The yield is 0.260. The catalyst is C(Cl)Cl. The reactants are [CH:1](=O)[C:2]1[CH:7]=[CH:6][C:5]([O:8][CH3:9])=[CH:4][CH:3]=1.[NH2:11][C:12]1[CH:17]=[CH:16][N:15]=[CH:14][N:13]=1.[BH-](OC(C)=O)(OC(C)=O)OC(C)=O.[Na+].C(O)(=O)C. (9) The reactants are CN(C)[CH:3]=[C:4]([N:9]=[CH:10]N(C)C)[C:5]([O:7][CH3:8])=[O:6].[CH3:15][N:16]1[CH:20]=[CH:19][C:18]([CH3:21])=[CH:17]1. The catalyst is C(O)(=O)C.C(O)(C(F)(F)F)=O. The product is [CH3:15][N:16]1[C:20]2[CH:3]=[C:4]([C:5]([O:7][CH3:8])=[O:6])[N:9]=[CH:10][C:19]=2[C:18]([CH3:21])=[CH:17]1. The yield is 0.550.